Dataset: Full USPTO retrosynthesis dataset with 1.9M reactions from patents (1976-2016). Task: Predict the reactants needed to synthesize the given product. Given the product [Cl:1][C:2]1[CH:3]=[C:4]([N:8]([CH2:9][C:10]2[C:19]3[C:14](=[C:15]([F:21])[C:16]([F:20])=[CH:17][CH:18]=3)[NH:13][C:12](=[O:22])[CH:11]=2)[C:26]([CH:23]2[CH2:25][CH2:24]2)=[O:27])[CH:5]=[CH:6][CH:7]=1, predict the reactants needed to synthesize it. The reactants are: [Cl:1][C:2]1[CH:3]=[C:4]([NH:8][CH2:9][C:10]2[C:19]3[C:14](=[C:15]([F:21])[C:16]([F:20])=[CH:17][CH:18]=3)[NH:13][C:12](=[O:22])[CH:11]=2)[CH:5]=[CH:6][CH:7]=1.[CH:23]1([C:26](O)=[O:27])[CH2:25][CH2:24]1.